Task: Predict which catalyst facilitates the given reaction.. Dataset: Catalyst prediction with 721,799 reactions and 888 catalyst types from USPTO (1) Reactant: Cl.Cl.[CH2:3]([O:5][C:6](=[O:12])[CH2:7][NH:8][CH2:9][CH2:10][NH2:11])[CH3:4].[Cl:13][C:14]1[CH:19]=[CH:18][C:17]([C:20]2[S:24][C:23]([S:25](Cl)(=[O:27])=[O:26])=[N:22][N:21]=2)=[CH:16][CH:15]=1.C(N(CC)CC)C. Product: [CH2:3]([O:5][C:6](=[O:12])[CH2:7][NH:8][CH2:9][CH2:10][NH:11][S:25]([C:23]1[S:24][C:20]([C:17]2[CH:18]=[CH:19][C:14]([Cl:13])=[CH:15][CH:16]=2)=[N:21][N:22]=1)(=[O:26])=[O:27])[CH3:4]. The catalyst class is: 4. (2) Reactant: [CH2:1]([N:3]([CH2:37][CH3:38])[CH2:4][CH2:5][CH2:6][NH:7][C:8]1[N:9]=[C:10]([C:27]2[C:28]([CH3:36])=[C:29]([CH:33]=[CH:34][CH:35]=2)[C:30]([OH:32])=O)[C:11]2[CH:17]=[CH:16][C:15](=[O:18])[N:14]([C:19]3[C:24]([F:25])=[CH:23][CH:22]=[CH:21][C:20]=3[F:26])[C:12]=2[N:13]=1)[CH3:2].CN(C(ON1N=NC2C=CC=CC1=2)=[N+](C)C)C.F[P-](F)(F)(F)(F)F.C(N(CC)CC)C.[S:70]1[CH:74]=[CH:73][N:72]=[C:71]1[NH2:75]. Product: [CH2:1]([N:3]([CH2:37][CH3:38])[CH2:4][CH2:5][CH2:6][NH:7][C:8]1[N:9]=[C:10]([C:27]2[C:28]([CH3:36])=[C:29]([CH:33]=[CH:34][CH:35]=2)[C:30]([NH:75][C:71]2[S:70][CH:74]=[CH:73][N:72]=2)=[O:32])[C:11]2[CH:17]=[CH:16][C:15](=[O:18])[N:14]([C:19]3[C:20]([F:26])=[CH:21][CH:22]=[CH:23][C:24]=3[F:25])[C:12]=2[N:13]=1)[CH3:2]. The catalyst class is: 3. (3) Reactant: [Br:1][C:2]1[C:3](Cl)=[N:4][C:5]([Cl:8])=[N:6][CH:7]=1.[CH3:10][O:11][C:12]1[CH:13]=[C:14]([OH:18])[CH:15]=[CH:16][CH:17]=1.C([O-])([O-])=O.[K+].[K+]. Product: [Br:1][C:2]1[C:3]([O:18][C:14]2[CH:15]=[CH:16][CH:17]=[C:12]([O:11][CH3:10])[CH:13]=2)=[N:4][C:5]([Cl:8])=[N:6][CH:7]=1. The catalyst class is: 3. (4) Reactant: [CH2:1]([Li])[CH2:2][CH2:3][CH3:4].Br[C:7]1[CH:16]=[CH:15][C:14]2[C:9](=[C:10]3[CH:20]=[CH:19][CH:18]=[CH:17][C:11]3=[CH:12][CH:13]=2)[N:8]=1.[CH3:21][N:22]([CH3:26])C(Cl)=O.[C:27]([OH:30])(=O)C. Product: [N:8]1[C:9]2[C:14](=[CH:13][CH:12]=[C:11]3[CH:17]=[CH:18][CH:19]=[CH:20][C:10]3=2)[CH:15]=[CH:16][C:7]=1[C:27]([C:26]1[CH:7]=[CH:16][C:15]2[C:21](=[C:1]3[CH:11]=[CH:10][CH:9]=[CH:14][C:2]3=[CH:3][CH:4]=2)[N:22]=1)=[O:30]. The catalyst class is: 20. (5) Reactant: [Cl:1][C:2]1[N:3]=[C:4]([N:17]2[CH2:22][CH2:21][O:20][CH2:19][CH2:18]2)[C:5]2[O:10][C:9]3[N:11]=[CH:12][C:13]([CH:15]=O)=[CH:14][C:8]=3[C:6]=2[N:7]=1.[N:23]1([CH2:29][CH2:30][C:31]#[N:32])[CH2:28][CH2:27][NH:26][CH2:25][CH2:24]1.[BH-](OC(C)=O)(OC(C)=O)OC(C)=O.[Na+].[BH3-]C#N.[Na+]. Product: [Cl:1][C:2]1[N:3]=[C:4]([N:17]2[CH2:22][CH2:21][O:20][CH2:19][CH2:18]2)[C:5]2[O:10][C:9]3[N:11]=[CH:12][C:13]([CH2:15][N:26]4[CH2:27][CH2:28][N:23]([CH2:29][CH2:30][C:31]#[N:32])[CH2:24][CH2:25]4)=[CH:14][C:8]=3[C:6]=2[N:7]=1. The catalyst class is: 61. (6) Reactant: [Cl:1][C:2]1[CH:7]=[CH:6][C:5]([B:8]([OH:10])[OH:9])=[C:4]([O:11]C)[CH:3]=1.B(Br)(Br)Br. Product: [Cl:1][C:2]1[CH:7]=[CH:6][C:5]([B:8]([OH:9])[OH:10])=[C:4]([OH:11])[CH:3]=1. The catalyst class is: 2.